Dataset: Forward reaction prediction with 1.9M reactions from USPTO patents (1976-2016). Task: Predict the product of the given reaction. (1) The product is: [NH2:1][C:2]1[CH:10]=[C:9]2[C:5]([C:6]([C:11]3[CH:16]=[CH:15][N:14]=[C:13]([CH3:17])[CH:12]=3)=[N:7][NH:8]2)=[CH:4][C:3]=1[C:18]([NH:29][CH2:28][C:24]1[CH:25]=[CH:26][CH:27]=[C:22]([Cl:21])[CH:23]=1)=[O:20]. Given the reactants [NH2:1][C:2]1[CH:10]=[C:9]2[C:5]([C:6]([C:11]3[CH:16]=[CH:15][N:14]=[C:13]([CH3:17])[CH:12]=3)=[N:7][NH:8]2)=[CH:4][C:3]=1[C:18]([OH:20])=O.[Cl:21][C:22]1[CH:23]=[C:24]([CH2:28][NH2:29])[CH:25]=[CH:26][CH:27]=1.CN(C(ON1N=NC2C=CC=NC1=2)=[N+](C)C)C.F[P-](F)(F)(F)(F)F.CCN(C(C)C)C(C)C, predict the reaction product. (2) Given the reactants Cl[CH2:2][CH2:3][CH2:4][O:5][C:6]1[CH:11]=[CH:10][C:9]([C:12]([CH:14]2[CH2:16][CH2:15]2)=[O:13])=[CH:8][CH:7]=1.[OH:17][C@@H:18]1[CH2:22][CH2:21][NH:20][CH2:19]1.C(=O)([O-])[O-].[K+].[K+].[I-].[K+], predict the reaction product. The product is: [CH:14]1([C:12]([C:9]2[CH:10]=[CH:11][C:6]([O:5][CH2:4][CH2:3][CH2:2][N:20]3[CH2:21][CH2:22][C@@H:18]([OH:17])[CH2:19]3)=[CH:7][CH:8]=2)=[O:13])[CH2:16][CH2:15]1.